Dataset: Forward reaction prediction with 1.9M reactions from USPTO patents (1976-2016). Task: Predict the product of the given reaction. (1) Given the reactants [F:1][CH:2]([F:22])[CH:3]([C:5]1[CH:6]=[C:7]([C:19](O)=[O:20])[CH:8]=[C:9]([C:11]2[CH:16]=[CH:15][C:14]([F:17])=[CH:13][C:12]=2[F:18])[CH:10]=1)[OH:4].[CH3:23][C:24]1[N:28]=[C:27]([C@H:29]([NH2:31])[CH3:30])[O:26][N:25]=1.C(Cl)CCl.C1C=NC2N(O)N=NC=2C=1.C(N(CC)CC)C.C(=O)(O)[O-].[Na+], predict the reaction product. The product is: [F:1][CH:2]([F:22])[CH:3]([C:5]1[CH:6]=[C:7]([C:19]([NH:31][C@@H:29]([C:27]2[O:26][N:25]=[C:24]([CH3:23])[N:28]=2)[CH3:30])=[O:20])[CH:8]=[C:9]([C:11]2[CH:16]=[CH:15][C:14]([F:17])=[CH:13][C:12]=2[F:18])[CH:10]=1)[OH:4]. (2) Given the reactants C1[O:18][CH2:17][CH2:16]OCCOCCOCCOCCOC1.FC(F)(F)COP(CC(OC)=O)(=O)OCC(F)(F)F.C[Si]([N-][Si](C)(C)C)(C)C.[K+].[CH3:48][S:49][C:50]1[N:55]=[C:54]([C:56]2[CH:61]=[CH:60][CH:59]=[CH:58][CH:57]=2)[C:53]([CH:62]=O)=[C:52]([NH:64][C:65]2[CH:70]=[CH:69][CH:68]=[CH:67][CH:66]=2)[N:51]=1.[NH4+].[Cl-], predict the reaction product. The product is: [CH3:48][S:49][C:50]1[N:55]=[C:54]([C:56]2[CH:61]=[CH:60][CH:59]=[CH:58][CH:57]=2)[C:53]2[CH:62]=[CH:16][C:17](=[O:18])[N:64]([C:65]3[CH:70]=[CH:69][CH:68]=[CH:67][CH:66]=3)[C:52]=2[N:51]=1. (3) Given the reactants [OH-:1].[OH-].[Ca+2:3].[OH-].[Na+].[P:6]([O-:10])([O-:9])([O-:8])=[O:7].[Ca+2].[Ca+2], predict the reaction product. The product is: [OH2:7].[OH2:1].[P:6]([O-:10])([O-:9])([O-:8])=[O:7].[Ca+2:3].[Ca+2:3]. (4) Given the reactants [N:1]1[C:10]2[CH2:9][CH2:8][CH2:7][C:6](=[O:11])[C:5]=2[CH:4]=[CH:3][CH:2]=1.ClC1C=CC=C(C(OO)=[O:20])C=1.C(=O)([O-])O.[Na+], predict the reaction product. The product is: [N+:1]1([O-:20])[C:10]2[CH2:9][CH2:8][CH2:7][C:6](=[O:11])[C:5]=2[CH:4]=[CH:3][CH:2]=1. (5) Given the reactants [F:1][C:2]1[C:7]([C:8]2[C:9]([O:16]C)=[N:10][C:11]([O:14]C)=[N:12][CH:13]=2)=[CH:6][C:5]([CH3:18])=[CH:4][N:3]=1.[ClH:19], predict the reaction product. The product is: [ClH:19].[F:1][C:2]1[C:7]([C:8]2[C:9](=[O:16])[NH:10][C:11](=[O:14])[NH:12][CH:13]=2)=[CH:6][C:5]([CH3:18])=[CH:4][N:3]=1. (6) Given the reactants B(F)(F)F.CCOCC.[C:10]([C:14]1[CH:15]=[C:16]([C:20]2(O)[CH2:25][CH2:24][C:23](=[CH2:26])[CH2:22][CH2:21]2)[CH:17]=[CH:18][CH:19]=1)([CH3:13])([CH3:12])[CH3:11].[N:28]([Si](C)(C)C)=[N+:29]=[N-:30].C(OCC)(=O)C, predict the reaction product. The product is: [N:28]([C:20]1([C:16]2[CH:17]=[CH:18][CH:19]=[C:14]([C:10]([CH3:13])([CH3:12])[CH3:11])[CH:15]=2)[CH2:25][CH2:24][C:23](=[CH2:26])[CH2:22][CH2:21]1)=[N+:29]=[N-:30]. (7) Given the reactants Br[CH2:2][C:3]([C:5]1[N:9]2[CH:10]=[CH:11][CH:12]=[N:13][C:8]2=[N:7][CH:6]=1)=O.[CH2:14]([O:16][C:17]1[CH:22]=[CH:21][CH:20]=[CH:19][C:18]=1[NH:23][C:24]([NH2:26])=[S:25])[CH3:15], predict the reaction product. The product is: [CH2:14]([O:16][C:17]1[CH:22]=[CH:21][CH:20]=[CH:19][C:18]=1[NH:23][C:24]1[S:25][CH:2]=[C:3]([C:5]2[N:9]3[CH:10]=[CH:11][CH:12]=[N:13][C:8]3=[N:7][CH:6]=2)[N:26]=1)[CH3:15].